This data is from TCR-epitope binding with 47,182 pairs between 192 epitopes and 23,139 TCRs. The task is: Binary Classification. Given a T-cell receptor sequence (or CDR3 region) and an epitope sequence, predict whether binding occurs between them. (1) The epitope is GLIYNRMGAVTTEV. The TCR CDR3 sequence is CASSPRGGGGGETQYF. Result: 1 (the TCR binds to the epitope). (2) The epitope is GTHWFVTQR. The TCR CDR3 sequence is CASSEFASVSYNEQFF. Result: 0 (the TCR does not bind to the epitope). (3) Result: 0 (the TCR does not bind to the epitope). The epitope is AYILFTRFFYV. The TCR CDR3 sequence is CASSLGQGTGELFF. (4) The epitope is KLSYGIATV. The TCR CDR3 sequence is CASSQDSGAGELFF. Result: 1 (the TCR binds to the epitope). (5) The TCR CDR3 sequence is CASSQDMPSAGGDGETQYF. The epitope is LPPAYTNSF. Result: 1 (the TCR binds to the epitope). (6) The epitope is GLIYNRMGAVTTEV. The TCR CDR3 sequence is CASSLDGAGRADTQYF. Result: 1 (the TCR binds to the epitope). (7) The epitope is TEILPVSMTK. The TCR CDR3 sequence is CASSPTLSYEQYF. Result: 0 (the TCR does not bind to the epitope). (8) The epitope is GILGFVFTL. The TCR CDR3 sequence is CAGSLVGRGLDEQYF. Result: 0 (the TCR does not bind to the epitope).